This data is from Reaction yield outcomes from USPTO patents with 853,638 reactions. The task is: Predict the reaction yield, written as a fraction of the theoretical maximum amount of product (1.0 means a 100% yield; for example, 0.34 means a 34% yield). (1) The reactants are [Si]([O:8][CH2:9][CH2:10][C:11]1[CH:12]=[N:13][N:14]([C:16]2[CH:21]=[C:20]([C:22]#[N:23])[CH:19]=[CH:18][N:17]=2)[CH:15]=1)(C(C)(C)C)(C)C.Cl.C(OCC)(=O)C.C([O-])(O)=O.[Na+]. The catalyst is C1COCC1.O. The product is [OH:8][CH2:9][CH2:10][C:11]1[CH:12]=[N:13][N:14]([C:16]2[CH:21]=[C:20]([C:22]#[N:23])[CH:19]=[CH:18][N:17]=2)[CH:15]=1. The yield is 0.910. (2) The reactants are [Cl:1][C:2]1[CH:3]=[CH:4][C:5]([C:12]2[C:13]3[N:22]=[C:21]([N:23]4[CH2:28][CH2:27][O:26][CH2:25][CH2:24]4)[S:20][C:14]=3[C:15](=[O:19])[NH:16][CH2:17][CH:18]=2)=[C:6]([CH:11]=1)[C:7]([O:9]C)=[O:8].[OH-].[Na+].O. The catalyst is C1COCC1.CO. The product is [Cl:1][C:2]1[CH:3]=[CH:4][C:5]([C:12]2[C:13]3[N:22]=[C:21]([N:23]4[CH2:28][CH2:27][O:26][CH2:25][CH2:24]4)[S:20][C:14]=3[C:15](=[O:19])[NH:16][CH2:17][CH:18]=2)=[C:6]([CH:11]=1)[C:7]([OH:9])=[O:8]. The yield is 0.830.